This data is from Forward reaction prediction with 1.9M reactions from USPTO patents (1976-2016). The task is: Predict the product of the given reaction. (1) The product is: [Cl:11][C:8]1[CH:9]=[C:10]2[C:5](=[CH:6][CH:7]=1)[NH:4][C:3](=[O:12])[C:2]2([NH:28][C@@H:29]([CH2:35][CH2:36][C:37]([NH2:39])=[O:38])[C:30]([N:32]([CH3:34])[CH3:33])=[O:31])[C:13]1[CH:18]=[CH:17][CH:16]=[CH:15][C:14]=1[O:19][CH3:20]. Given the reactants Cl[C:2]1([C:13]2[CH:18]=[CH:17][CH:16]=[CH:15][C:14]=2[O:19][CH3:20])[C:10]2[C:5](=[CH:6][CH:7]=[C:8]([Cl:11])[CH:9]=2)[NH:4][C:3]1=[O:12].FC(F)(F)C(O)=O.[NH2:28][C@@H:29]([CH2:35][CH2:36][C:37]([NH2:39])=[O:38])[C:30]([N:32]([CH3:34])[CH3:33])=[O:31], predict the reaction product. (2) Given the reactants CS(O[CH2:6][C@H:7]1[N:18]2[C:19]3[C:14]([CH2:15][CH2:16][C:17]2=[O:20])=[CH:13][CH:12]=[C:11]([F:21])[C:10]=3[O:9][CH2:8]1)(=O)=O.N1C=CC=CC=1.[OH:28][C@@H:29]1[CH2:33][NH:32][CH2:31][C@@H:30]1[CH2:34][NH:35][C:36](=[O:45])[O:37][CH2:38][C:39]1[CH:44]=[CH:43][CH:42]=[CH:41][CH:40]=1, predict the reaction product. The product is: [NH3:18].[F:21][C:11]1[C:10]2[O:9][CH2:8][C@@H:7]([CH2:6][N:32]3[CH2:33][C@@H:29]([OH:28])[C@@H:30]([CH2:34][NH:35][C:36](=[O:45])[O:37][CH2:38][C:39]4[CH:44]=[CH:43][CH:42]=[CH:41][CH:40]=4)[CH2:31]3)[N:18]3[C:19]=2[C:14]([CH:15]=[CH:16][C:17]3=[O:20])=[CH:13][CH:12]=1. (3) Given the reactants [CH2:1]([O:8][CH2:9][CH2:10][CH2:11][C@H:12]1[CH2:16][CH2:15][N:14](C(OC(C)(C)C)=O)[CH2:13]1)[C:2]1[CH:7]=[CH:6][CH:5]=[CH:4][CH:3]=1.C(O)(C(F)(F)F)=O, predict the reaction product. The product is: [CH2:1]([O:8][CH2:9][CH2:10][CH2:11][C@H:12]1[CH2:16][CH2:15][NH:14][CH2:13]1)[C:2]1[CH:7]=[CH:6][CH:5]=[CH:4][CH:3]=1. (4) Given the reactants Cl[C:2]1[N:11]=[C:10](Cl)[C:9]2[C:4](=[CH:5][CH:6]=[CH:7][CH:8]=2)[N:3]=1.[Cl:13][C:14]1[CH:20]=[CH:19][C:17]([NH2:18])=[CH:16][CH:15]=1.[CH3:21][C:22]1[CH:26]=[C:25]([CH3:27])[NH:24][N:23]=1, predict the reaction product. The product is: [Cl:13][C:14]1[CH:20]=[CH:19][C:17]([NH:18][C:10]2[C:9]3[C:4](=[CH:5][CH:6]=[CH:7][CH:8]=3)[N:3]=[C:2]([N:23]3[C:22]([CH3:21])=[CH:26][C:25]([CH3:27])=[N:24]3)[N:11]=2)=[CH:16][CH:15]=1. (5) The product is: [Cl:1][C:2]1[C:3]([CH3:9])=[C:4]([Cl:8])[CH:5]=[CH:6][C:7]=1[S:11]([Cl:10])(=[O:13])=[O:12]. Given the reactants [Cl:1][C:2]1[CH:7]=[CH:6][CH:5]=[C:4]([Cl:8])[C:3]=1[CH3:9].[Cl:10][S:11](O)(=[O:13])=[O:12], predict the reaction product. (6) Given the reactants [CH3:1][O:2][C:3]1[CH:4]=[C:5]2[C:10](=[CH:11][CH:12]=1)[CH:9]=[C:8]([C:13]1[O:14][C:15]3[CH:21]=[CH:20][CH:19]=[CH:18][C:16]=3[CH:17]=1)[CH:7]=[CH:6]2.[C:22](Cl)(=[O:27])[CH2:23][CH:24]([CH3:26])[CH3:25].[Sn](Cl)(Cl)(Cl)Cl, predict the reaction product. The product is: [CH3:1][O:2][C:3]1[CH:4]=[C:5]2[C:10](=[CH:11][CH:12]=1)[CH:9]=[C:8]([C:13]1[O:14][C:15]3[CH:21]=[CH:20][CH:19]=[CH:18][C:16]=3[C:17]=1[C:22](=[O:27])[CH2:23][CH:24]([CH3:26])[CH3:25])[CH:7]=[CH:6]2.